Dataset: Reaction yield outcomes from USPTO patents with 853,638 reactions. Task: Predict the reaction yield, written as a fraction of the theoretical maximum amount of product (1.0 means a 100% yield; for example, 0.34 means a 34% yield). (1) The reactants are [CH3:1][O:2][C:3]([C:5]1[N:6]([CH2:23][C:24]2[CH:29]=[CH:28][C:27]([C:30]([O:32]C)=[O:31])=[CH:26][CH:25]=2)[C:7](=[O:22])[C:8]2[C:13]([C:14]=1[C:15]1[CH:20]=[CH:19][CH:18]=[CH:17][CH:16]=1)=[CH:12][C:11]([Br:21])=[CH:10][CH:9]=2)=[O:4].[OH-].[Na+]. The catalyst is CO.O1CCCC1. The product is [CH3:1][O:2][C:3]([C:5]1[N:6]([CH2:23][C:24]2[CH:25]=[CH:26][C:27]([C:30]([OH:32])=[O:31])=[CH:28][CH:29]=2)[C:7](=[O:22])[C:8]2[C:13]([C:14]=1[C:15]1[CH:16]=[CH:17][CH:18]=[CH:19][CH:20]=1)=[CH:12][C:11]([Br:21])=[CH:10][CH:9]=2)=[O:4]. The yield is 0.650. (2) The reactants are [NH2:1][C:2]1[C:7]([NH2:8])=[C:6]([C:9]2[CH:14]=[CH:13][C:12]([CH2:15][NH:16][C:17](=[O:23])OC(C)(C)C)=[C:11]([F:24])[CH:10]=2)[CH:5]=[CH:4][N:3]=1.[CH3:25][N:26]([CH3:35])[C:27]1[CH:28]=[CH:29][C:30]([CH:33]=O)=[N:31][CH:32]=1.[C:36]([C:40]1[O:44][C:43](C(OC)=O)=[N:42][N:41]=1)([CH3:39])([CH3:38])[CH3:37]. No catalyst specified. The product is [C:36]([C:40]1[O:44][C:43]([C:17]([NH:16][CH2:15][C:12]2[CH:13]=[CH:14][C:9]([C:6]3[CH:5]=[CH:4][N:3]=[C:2]4[NH:1][C:33]([C:30]5[CH:29]=[CH:28][C:27]([N:26]([CH3:35])[CH3:25])=[CH:32][N:31]=5)=[N:8][C:7]=34)=[CH:10][C:11]=2[F:24])=[O:23])=[N:42][N:41]=1)([CH3:39])([CH3:38])[CH3:37]. The yield is 0.0550. (3) The reactants are [CH3:1][CH:2]1[C:6](=[O:7])[CH2:5][CH2:4][C:3]1=[O:8].CI.[OH-].[K+].O1CCOC[CH2:14]1. The catalyst is O. The product is [CH3:1][C:2]1([CH3:14])[C:6](=[O:7])[CH2:5][CH2:4][C:3]1=[O:8]. The yield is 0.930. (4) The reactants are [CH2:1]([O:8][N:9]=[C:10]1[C@@H:15]([O:16][C:17](=[O:29])[CH2:18][CH2:19][CH2:20][CH2:21][CH2:22][CH2:23][CH2:24][CH2:25][CH2:26][CH2:27][CH3:28])[C@H:14]([OH:30])[C@@H:13]([CH2:31][OH:32])[O:12][CH2:11]1)[C:2]1[CH:7]=[CH:6][CH:5]=[CH:4][CH:3]=1.C1O[C@H](CO)[C@@H](O)[C@H](O)C1=O.[C:44](Cl)(=[O:56])[CH2:45][CH2:46][CH2:47][CH2:48][CH2:49][CH2:50][CH2:51][CH2:52][CH2:53][CH2:54][CH3:55].C(ON)C1C=CC=CC=1.Cl. The catalyst is N1C=CC=CC=1. The product is [CH2:1]([O:8][N:9]=[C:10]1[C@@H:15]([OH:16])[C@H:14]([OH:30])[C@@H:13]([CH2:31][O:32][C:44](=[O:56])[CH2:45][CH2:46][CH2:47][CH2:48][CH2:49][CH2:50][CH2:51][CH2:52][CH2:53][CH2:54][CH3:55])[O:12][CH2:11]1)[C:2]1[CH:3]=[CH:4][CH:5]=[CH:6][CH:7]=1.[CH2:1]([O:8][N:9]=[C:10]1[C@@H:15]([O:16][C:17](=[O:29])[CH2:18][CH2:19][CH2:20][CH2:21][CH2:22][CH2:23][CH2:24][CH2:25][CH2:26][CH2:27][CH3:28])[C@H:14]([OH:30])[C@@H:13]([CH2:31][OH:32])[O:12][CH2:11]1)[C:2]1[CH:3]=[CH:4][CH:5]=[CH:6][CH:7]=1. The yield is 0.460. (5) The reactants are [CH3:1][C:2]([C:9]1[NH:10][C:11]2[C:16]([CH:17]=1)=[CH:15][C:14]([N+:18]([O-:20])=[O:19])=[CH:13][CH:12]=2)([CH3:8])[C:3]([O:5]CC)=[O:4].Cl. The catalyst is C1COCC1.O. The product is [CH3:8][C:2]([C:9]1[NH:10][C:11]2[C:16]([CH:17]=1)=[CH:15][C:14]([N+:18]([O-:20])=[O:19])=[CH:13][CH:12]=2)([CH3:1])[C:3]([OH:5])=[O:4]. The yield is 0.990.